Predict the reactants needed to synthesize the given product. From a dataset of Full USPTO retrosynthesis dataset with 1.9M reactions from patents (1976-2016). (1) Given the product [NH2:24][C:9]1[CH:10]=[C:11]([C:14]2[CH2:19][CH2:18][N:17]([CH2:20][CH2:21][NH:22][CH3:23])[CH2:16][CH:15]=2)[CH:12]=[CH:13][C:8]=1[NH:7][C:5](=[O:6])[C:4]1[CH:27]=[CH:28][CH:29]=[CH:30][C:3]=1[O:2][CH3:1], predict the reactants needed to synthesize it. The reactants are: [CH3:1][O:2][C:3]1[CH:30]=[CH:29][CH:28]=[CH:27][C:4]=1[C:5]([NH:7][C:8]1[CH:13]=[CH:12][C:11]([C:14]2[CH2:15][CH2:16][N:17]([CH2:20][CH2:21][NH:22][CH3:23])[CH2:18][CH:19]=2)=[CH:10][C:9]=1[N+:24]([O-])=O)=[O:6]. (2) The reactants are: [CH3:1][O:2][C:3]([C:5]1[CH:6]=[C:7]2[CH:13]=[C:12]([C:14]([OH:16])=O)[NH:11][C:8]2=[N:9][CH:10]=1)=[O:4].Cl.[CH:18]([N:21]1[CH2:26][CH2:25][CH:24]([NH2:27])[CH2:23][CH2:22]1)([CH3:20])[CH3:19].C1N(P(Cl)(N2C(=O)OCC2)=O)C(=O)OC1.O. Given the product [CH3:1][O:2][C:3]([C:5]1[CH:6]=[C:7]2[CH:13]=[C:12]([C:14](=[O:16])[NH:27][CH:24]3[CH2:25][CH2:26][N:21]([CH:18]([CH3:20])[CH3:19])[CH2:22][CH2:23]3)[NH:11][C:8]2=[N:9][CH:10]=1)=[O:4], predict the reactants needed to synthesize it. (3) Given the product [Cl:1][C:2]1[CH:7]=[C:6]([CH:8]2[CH2:9][CH2:10][NH:11][CH2:12][CH2:13]2)[N:5]=[C:4]2[N:21]=[C:22]([C:24]3[CH:29]=[CH:28][C:27]([CH2:30][O:31][C:32]4[CH:37]=[CH:36][CH:35]=[CH:34][CH:33]=4)=[CH:26][CH:25]=3)[NH:23][C:3]=12, predict the reactants needed to synthesize it. The reactants are: [Cl:1][C:2]1[CH:7]=[C:6]([CH:8]2[CH2:13][CH2:12][N:11](C(OC(C)(C)C)=O)[CH2:10][CH2:9]2)[N:5]=[C:4]2[N:21]=[C:22]([C:24]3[CH:29]=[CH:28][C:27]([CH2:30][O:31][C:32]4[CH:37]=[CH:36][CH:35]=[CH:34][CH:33]=4)=[CH:26][CH:25]=3)[NH:23][C:3]=12.FC(F)(F)C(O)=O. (4) Given the product [CH3:1][O:2][CH2:3][CH2:4][C:5]([NH:31][C:22]1[CH:23]=[N:24][C:25]2[C:30]([C:21]=1[NH:20][CH2:19][CH2:18][CH2:17][CH2:16][CH2:15][S:14][C:8]1[CH:13]=[CH:12][CH:11]=[CH:10][CH:9]=1)=[CH:29][CH:28]=[CH:27][CH:26]=2)=[O:6], predict the reactants needed to synthesize it. The reactants are: [CH3:1][O:2][CH2:3][CH2:4][C:5](Cl)=[O:6].[C:8]1([S:14][CH2:15][CH2:16][CH2:17][CH2:18][CH2:19][NH:20][C:21]2[C:30]3[C:25](=[CH:26][CH:27]=[CH:28][CH:29]=3)[N:24]=[CH:23][C:22]=2[NH2:31])[CH:13]=[CH:12][CH:11]=[CH:10][CH:9]=1. (5) Given the product [C:3]1([CH2:20][OH:24])[C:4]([CH2:7][OH:8])=[CH:5][CH:6]=[CH:1][CH:2]=1, predict the reactants needed to synthesize it. The reactants are: [C:1]1(CO)[CH:6]=[CH:5][C:4]([CH2:7][OH:8])=[CH:3][CH:2]=1.N1C=CC=CC=1.ClCCl.[C:20](Cl)(=[O:24])C(C)C. (6) Given the product [C:17]([O:20][CH2:21][CH:22]([OH:35])[CH2:23][O:24][C:25]1([CH3:34])[CH2:30][CH2:29][CH:28]([CH:31]([CH3:32])[CH3:33])[CH2:27][CH2:26]1)(=[O:19])[CH3:18], predict the reactants needed to synthesize it. The reactants are: CC1CC(OCC(O)CO)C(C(C)C)CC1.[C:17]([O:20][CH2:21][CH:22]([O:35]C(=O)C)[CH2:23][O:24][C:25]1([CH3:34])[CH2:30][CH2:29][CH:28]([CH:31]([CH3:33])[CH3:32])[CH2:27][CH2:26]1)(=[O:19])[CH3:18]. (7) Given the product [CH2:31]([O:33][C:34]([C:36]1[CH:40]=[C:39]([OH:8])[N:38]([C:50]2[CH:55]=[CH:54][CH:53]=[CH:52][C:51]=2[Cl:56])[N:37]=1)=[O:35])[CH3:32], predict the reactants needed to synthesize it. The reactants are: [H-].[Na+].[Cl-].C[Si](C)(C)CC[O:8]C[P+](C1C=CC=CC=1)(C1C=CC=CC=1)C1C=CC=CC=1.[CH2:31]([O:33][C:34]([C:36]1[C:40](C=O)=[C:39](C2C=CC(Cl)=CC=2)[N:38]([C:50]2[CH:55]=[CH:54][CH:53]=[CH:52][C:51]=2[Cl:56])[N:37]=1)=[O:35])[CH3:32].[Cl-].[NH4+].